From a dataset of Catalyst prediction with 721,799 reactions and 888 catalyst types from USPTO. Predict which catalyst facilitates the given reaction. (1) Reactant: Cl.[NH:2]1[CH2:7][CH2:6][CH:5]([C:8]2[O:12][N:11]=[C:10]([OH:13])[CH:9]=2)[CH2:4][CH2:3]1.[OH-].[Na+].[C:16](O[C:16]([O:18][C:19]([CH3:22])([CH3:21])[CH3:20])=[O:17])([O:18][C:19]([CH3:22])([CH3:21])[CH3:20])=[O:17]. Product: [OH:13][C:10]1[CH:9]=[C:8]([CH:5]2[CH2:4][CH2:3][N:2]([C:16]([O:18][C:19]([CH3:22])([CH3:21])[CH3:20])=[O:17])[CH2:7][CH2:6]2)[O:12][N:11]=1. The catalyst class is: 127. (2) Reactant: [N:1]1([CH:6]2[CH2:15][CH2:14][C:13]([CH3:17])([CH3:16])[C:12]3[CH:11]=[C:10]([C:18]#[C:19][C:20]4[CH:25]=[CH:24][C:23]([CH2:26][C:27]([O:29]C)=[O:28])=[CH:22][CH:21]=4)[CH:9]=[CH:8][C:7]2=3)[CH:5]=[CH:4][N:3]=[CH:2]1.[OH-].[Na+]. Product: [N:1]1([CH:6]2[CH2:15][CH2:14][C:13]([CH3:17])([CH3:16])[C:12]3[CH:11]=[C:10]([C:18]#[C:19][C:20]4[CH:21]=[CH:22][C:23]([CH2:26][C:27]([OH:29])=[O:28])=[CH:24][CH:25]=4)[CH:9]=[CH:8][C:7]2=3)[CH:5]=[CH:4][N:3]=[CH:2]1. The catalyst class is: 8. (3) Reactant: [Cl:1][C:2]1[C:10]([F:11])=[C:9]2[C:5]([C:6]([S:20][C:21]3[CH:22]=[C:23]([CH:27]=[CH:28][CH:29]=3)[C:24](O)=[O:25])=[C:7]([CH3:19])[N:8]2[C:12]2[CH:13]=[N:14][N:15]([CH2:17][CH3:18])[CH:16]=2)=[CH:4][CH:3]=1.C1N=CN(C(N2C=NC=C2)=O)C=1.C1CCN2C(=NCCC2)CC1.[CH3:53][S:54]([NH2:57])(=[O:56])=[O:55]. Product: [Cl:1][C:2]1[C:10]([F:11])=[C:9]2[C:5]([C:6]([S:20][C:21]3[CH:22]=[C:23]([CH:27]=[CH:28][CH:29]=3)[C:24]([NH:57][S:54]([CH3:53])(=[O:56])=[O:55])=[O:25])=[C:7]([CH3:19])[N:8]2[C:12]2[CH:13]=[N:14][N:15]([CH2:17][CH3:18])[CH:16]=2)=[CH:4][CH:3]=1. The catalyst class is: 230. (4) Reactant: [CH2:1](Br)[C:2]1[CH:7]=[CH:6][CH:5]=[CH:4][CH:3]=1.[OH:9][C:10]1[CH:15]=[CH:14][C:13]([C:16](=[O:18])[CH3:17])=[C:12]([CH3:19])[CH:11]=1.C(=O)([O-])[O-].[K+].[K+]. The catalyst class is: 131. Product: [CH3:19][C:12]1[CH:11]=[C:10]([O:9][CH2:1][C:2]2[CH:7]=[CH:6][CH:5]=[CH:4][CH:3]=2)[CH:15]=[CH:14][C:13]=1[C:16](=[O:18])[CH3:17].